This data is from Retrosynthesis with 50K atom-mapped reactions and 10 reaction types from USPTO. The task is: Predict the reactants needed to synthesize the given product. (1) Given the product CC(C)(C)OC(=O)N[C@@H]1CN(Cc2cccc3ccccc23)C[C@H]1C(=O)O, predict the reactants needed to synthesize it. The reactants are: CC(C)(C)OC(=O)OC(=O)OC(C)(C)C.N[C@@H]1CN(Cc2cccc3ccccc23)C[C@H]1C(=O)O. (2) Given the product O=C(O)CN1CCN2C(=O)N(c3cc(Cl)cc(Cl)c3)C(=O)C2(Cc2ccc(Br)cc2)C1, predict the reactants needed to synthesize it. The reactants are: CC(C)(C)OC(=O)CN1CCN2C(=O)N(c3cc(Cl)cc(Cl)c3)C(=O)C2(Cc2ccc(Br)cc2)C1. (3) Given the product Cc1cc(C)nc(N2CC3CN(C(=O)c4c(F)cccc4-c4nc(C)no4)CC3C2)n1, predict the reactants needed to synthesize it. The reactants are: Cc1cc(C)nc(N2CC3CNCC3C2)n1.Cc1noc(-c2cccc(F)c2C(=O)O)n1. (4) Given the product Cc1cc(CCCOC2CCCCO2)cs1, predict the reactants needed to synthesize it. The reactants are: Cc1cc(C#CCOC2CCCCO2)cs1. (5) Given the product Cn1ncc(Cl)c1-c1csc(C(=O)N[C@@H](Cc2cccc(F)c2)CN2C(=O)c3ccccc3C2=O)n1, predict the reactants needed to synthesize it. The reactants are: COC(=O)c1nc(-c2c(Cl)cnn2C)cs1.N[C@@H](Cc1cccc(F)c1)CN1C(=O)c2ccccc2C1=O. (6) Given the product CCOC(=O)C(C)Oc1c(COc2ccc3oc(-c4nc(C(C)(C)C)cs4)cc3c2)cccc1OC, predict the reactants needed to synthesize it. The reactants are: CC(C)(C)c1csc(-c2cc3cc(O)ccc3o2)n1.CCOC(=O)C(C)Oc1c(CO)cccc1OC.